From a dataset of Forward reaction prediction with 1.9M reactions from USPTO patents (1976-2016). Predict the product of the given reaction. (1) The product is: [Br:1][C:2]1[CH:26]=[CH:25][C:5]2[N:6]([C:21]([CH3:23])([CH3:22])[CH3:24])[C:7]([C:9]3[CH:14]=[CH:13][CH:12]=[CH:11][C:10]=3[C:15]3[N:19]=[C:18]([CH3:20])[N:17]([CH3:29])[N:16]=3)=[N:8][C:4]=2[CH:3]=1. Given the reactants [Br:1][C:2]1[CH:26]=[CH:25][C:5]2[N:6]([C:21]([CH3:24])([CH3:23])[CH3:22])[C:7]([C:9]3[CH:14]=[CH:13][CH:12]=[CH:11][C:10]=3[C:15]3[N:19]=[C:18]([CH3:20])[NH:17][N:16]=3)=[N:8][C:4]=2[CH:3]=1.CI.[C:29]([O-])([O-])=O.[K+].[K+], predict the reaction product. (2) Given the reactants [C:1]([O:5][C:6]([NH:8][CH2:9][C@H:10]1[CH2:15][CH2:14][C@H:13]([C:16]([NH:18][C@H:19]([C:37](=[O:49])[NH:38][C:39]2[CH:47]=[C:46]3[C:42]([C:43](=[O:48])[NH:44][NH:45]3)=[CH:41][CH:40]=2)[CH2:20][C:21]2[CH:26]=[CH:25][C:24]([C:27]3[CH:32]=[CH:31][C:30]([C:33](O)=[O:34])=[CH:29][C:28]=3[CH3:36])=[CH:23][CH:22]=2)=[O:17])[CH2:12][CH2:11]1)=[O:7])([CH3:4])([CH3:3])[CH3:2].[C:50]([O:54][C:55]([N:57]1[CH2:62][CH2:61][CH:60]([NH2:63])[CH2:59][CH:58]1[CH3:64])=[O:56])([CH3:53])([CH3:52])[CH3:51].F[P-](F)(F)(F)(F)F.CN(C(ON1C2=NC=CC=C2N=N1)=[N+](C)C)C.C(N(CC)C(C)C)(C)C, predict the reaction product. The product is: [C:1]([O:5][C:6]([NH:8][CH2:9][C@H:10]1[CH2:15][CH2:14][C@H:13]([C:16]([NH:18][C@H:19]([C:37](=[O:49])[NH:38][C:39]2[CH:47]=[C:46]3[C:42]([C:43](=[O:48])[NH:44][NH:45]3)=[CH:41][CH:40]=2)[CH2:20][C:21]2[CH:26]=[CH:25][C:24]([C:27]3[CH:32]=[CH:31][C:30]([C:33]([NH:63][CH:60]4[CH2:61][CH2:62][N:57]([C:55]([O:54][C:50]([CH3:53])([CH3:51])[CH3:52])=[O:56])[CH:58]([CH3:64])[CH2:59]4)=[O:34])=[CH:29][C:28]=3[CH3:36])=[CH:23][CH:22]=2)=[O:17])[CH2:12][CH2:11]1)=[O:7])([CH3:4])([CH3:2])[CH3:3].